Task: Predict the reactants needed to synthesize the given product.. Dataset: Full USPTO retrosynthesis dataset with 1.9M reactions from patents (1976-2016) (1) Given the product [Cl:1][C:2]1[CH:7]=[CH:6][N:5]=[C:4]([C:16](=[O:30])[C@@H:17]([NH:19][C:20](=[O:29])[O:21][CH2:22][C:23]2[CH:28]=[CH:27][CH:26]=[CH:25][CH:24]=2)[CH3:18])[CH:3]=1, predict the reactants needed to synthesize it. The reactants are: [Cl:1][C:2]1[CH:7]=[CH:6][N:5]=[CH:4][CH:3]=1.C([Mg]Cl)(C)C.CON(C)[C:16](=[O:30])[C@@H:17]([NH:19][C:20](=[O:29])[O:21][CH2:22][C:23]1[CH:28]=[CH:27][CH:26]=[CH:25][CH:24]=1)[CH3:18].[NH4+].[Cl-]. (2) The reactants are: [CH2:1]([C:8]1[C:9](=[O:20])[O:10][C:11]2[C:16]([C:17]=1[CH3:18])=[CH:15][CH:14]=[C:13]([OH:19])[CH:12]=2)[C:2]1[CH:7]=[CH:6][CH:5]=[CH:4][CH:3]=1.[I-].[N:22]1([C:32](N2C=C[N+](C)=C2)=[O:33])[C:31]2[C:26](=[CH:27][CH:28]=[CH:29][CH:30]=2)[CH2:25][CH2:24][CH2:23]1. Given the product [CH2:1]([C:8]1[C:9](=[O:20])[O:10][C:11]2[C:16]([C:17]=1[CH3:18])=[CH:15][CH:14]=[C:13]([O:19][C:32]([N:22]1[C:31]3[C:26](=[CH:27][CH:28]=[CH:29][CH:30]=3)[CH2:25][CH2:24][CH2:23]1)=[O:33])[CH:12]=2)[C:2]1[CH:7]=[CH:6][CH:5]=[CH:4][CH:3]=1, predict the reactants needed to synthesize it. (3) Given the product [CH2:17]([O:24][C:25]([N:27]1[CH2:32][CH2:31][CH2:30][CH:29]([C:33](=[O:34])[NH:16][C:11]2[CH:10]=[C:9]([C:4]3[CH:5]=[CH:6][CH:7]=[CH:8][C:3]=3[O:2][CH3:1])[N:14]=[C:13]([CH3:15])[N:12]=2)[CH2:28]1)=[O:26])[C:18]1[CH:23]=[CH:22][CH:21]=[CH:20][CH:19]=1, predict the reactants needed to synthesize it. The reactants are: [CH3:1][O:2][C:3]1[CH:8]=[CH:7][CH:6]=[CH:5][C:4]=1[C:9]1[N:14]=[C:13]([CH3:15])[N:12]=[C:11]([NH2:16])[CH:10]=1.[CH2:17]([O:24][C:25]([N:27]1[CH2:32][CH2:31][CH2:30][CH:29]([C:33](Cl)=[O:34])[CH2:28]1)=[O:26])[C:18]1[CH:23]=[CH:22][CH:21]=[CH:20][CH:19]=1.O.